From a dataset of Forward reaction prediction with 1.9M reactions from USPTO patents (1976-2016). Predict the product of the given reaction. (1) Given the reactants [OH-].[Na+].C1COCC1.[CH:8]1([CH2:13][CH:14]([C:20]2[CH:25]=[CH:24][C:23]([S:26]([CH:29]3[CH2:31][CH2:30]3)(=[O:28])=[O:27])=[CH:22][CH:21]=2)[C:15]([O:17]CC)=[O:16])[CH2:12][CH2:11][CH2:10][CH2:9]1, predict the reaction product. The product is: [CH:8]1([CH2:13][CH:14]([C:20]2[CH:25]=[CH:24][C:23]([S:26]([CH:29]3[CH2:31][CH2:30]3)(=[O:27])=[O:28])=[CH:22][CH:21]=2)[C:15]([OH:17])=[O:16])[CH2:9][CH2:10][CH2:11][CH2:12]1. (2) Given the reactants [OH:1][C:2]1[N:6]([C:7]2[CH:12]=[C:11]([C:13]#[N:14])[CH:10]=[CH:9][N:8]=2)[N:5]=[CH:4][CH:3]=1.[Br:15][C:16]1[CH:21]=[CH:20][C:19]([CH2:22]O)=[CH:18][CH:17]=1, predict the reaction product. The product is: [Br:15][C:16]1[CH:21]=[CH:20][C:19]([CH2:22][O:1][C:2]2[N:6]([C:7]3[CH:12]=[C:11]([C:13]#[N:14])[CH:10]=[CH:9][N:8]=3)[N:5]=[CH:4][CH:3]=2)=[CH:18][CH:17]=1. (3) The product is: [C:33]([C:35]1[CH:40]=[CH:39][C:38]([O:5][CH2:6][CH2:7][CH2:8][CH:9]2[CH2:14][CH2:13][N:12]([CH2:15][CH2:16][CH2:17][O:18][C:19]3[CH:24]=[CH:23][C:22]([C:25]#[N:26])=[CH:21][CH:20]=3)[CH2:11][CH2:10]2)=[CH:37][CH:36]=1)#[N:34]. Given the reactants CS([O:5][CH2:6][CH2:7][CH2:8][CH:9]1[CH2:14][CH2:13][N:12]([CH2:15][CH2:16][CH2:17][O:18][C:19]2[CH:24]=[CH:23][C:22]([C:25]#[N:26])=[CH:21][CH:20]=2)[CH2:11][CH2:10]1)(=O)=O.C(=O)([O-])[O-].[K+].[K+].[C:33]([C:35]1[CH:40]=[CH:39][C:38](O)=[CH:37][CH:36]=1)#[N:34].O, predict the reaction product. (4) Given the reactants [H-].[Na+].[NH2:3][C:4]1[CH:15]=[CH:14][CH:13]=[CH:12][C:5]=1[C:6]([N:8]([O:10][CH3:11])[CH3:9])=[O:7].Cl[C:17]1[CH:22]=[C:21]([Cl:23])[N:20]=[CH:19][C:18]=1[C:24]#[N:25], predict the reaction product. The product is: [Cl:23][C:21]1[CH:22]=[C:17]([NH:3][C:4]2[CH:15]=[CH:14][CH:13]=[CH:12][C:5]=2[C:6]([N:8]([O:10][CH3:11])[CH3:9])=[O:7])[C:18]([C:24]#[N:25])=[CH:19][N:20]=1. (5) Given the reactants [C:1]([C:3]1[CH:4]=[C:5]([CH:15]=[CH:16][CH:17]=1)[CH2:6]P(=O)(OCC)OCC)#[N:2].[Br:18][C:19]1[CH:20]=[N:21][CH:22]=[C:23]([CH:26]=1)[CH:24]=O.CC(C)([O-])C.[K+], predict the reaction product. The product is: [Br:18][C:19]1[CH:26]=[C:23](/[CH:24]=[CH:6]/[C:5]2[CH:4]=[C:3]([CH:17]=[CH:16][CH:15]=2)[C:1]#[N:2])[CH:22]=[N:21][CH:20]=1. (6) Given the reactants OCCCN[C:6](=O)[C@H:7]([C:9]([CH2:12][OH:13])(C)C)[OH:8].CN(C1C=CC=CN=1)C.C([O:27][C:28](=[O:30])[CH3:29])(=O)C, predict the reaction product. The product is: [CH3:6][C:7]([CH2:9][C:12]([CH2:29][C:28]([OH:27])=[O:30])=[O:13])=[O:8].